This data is from Reaction yield outcomes from USPTO patents with 853,638 reactions. The task is: Predict the reaction yield, written as a fraction of the theoretical maximum amount of product (1.0 means a 100% yield; for example, 0.34 means a 34% yield). (1) The reactants are [CH3:1][O:2][C:3](=[O:50])[NH:4][C@@H:5]([CH2:47]SC)[C:6](=[O:46])[NH:7][C@@H:8]([CH2:39][C:40]1[CH:45]=[CH:44][CH:43]=[CH:42][CH:41]=1)[C@@H:9]([OH:38])[CH2:10][C@H:11]([CH2:25][C:26]1[CH:31]=[CH:30][C:29]([C:32]2[CH:37]=[CH:36][CH:35]=[CH:34][N:33]=2)=[CH:28][CH:27]=1)[NH:12][C:13](=[O:24])[C@H:14]([C:20]([CH3:23])([CH3:22])[CH3:21])[NH:15][C:16](=[O:19])[O:17][CH3:18].O[O:52][S:53]([O-:55])=O.[K+].[CH3:57]O. The catalyst is O. The product is [CH3:1][O:2][C:3](=[O:50])[NH:4][C@@H:5]([CH2:47][S:53]([CH3:57])(=[O:55])=[O:52])[C:6](=[O:46])[NH:7][C@@H:8]([CH2:39][C:40]1[CH:41]=[CH:42][CH:43]=[CH:44][CH:45]=1)[C@@H:9]([OH:38])[CH2:10][C@H:11]([CH2:25][C:26]1[CH:31]=[CH:30][C:29]([C:32]2[CH:37]=[CH:36][CH:35]=[CH:34][N:33]=2)=[CH:28][CH:27]=1)[NH:12][C:13](=[O:24])[C@H:14]([C:20]([CH3:23])([CH3:22])[CH3:21])[NH:15][C:16](=[O:19])[O:17][CH3:18]. The yield is 0.430. (2) The reactants are Cl.[F:2][C:3]1[CH:4]=[CH:5][CH:6]=[C:7]2[C:12]=1[C:11]([O:13][C@H:14]1[CH2:18][CH2:17][NH:16][CH2:15]1)=[N:10][C:9]([C:19]1[NH:23][C:22](=[O:24])[NH:21][N:20]=1)=[CH:8]2.CC1C=CC=C(C)N=1.[C:33](Cl)(=[O:36])[CH:34]=[CH2:35]. The catalyst is C(Cl)Cl. The product is [C:33]([N:16]1[CH2:17][CH2:18][C@H:14]([O:13][C:11]2[C:12]3[C:7](=[CH:6][CH:5]=[CH:4][C:3]=3[F:2])[CH:8]=[C:9]([C:19]3[NH:23][C:22](=[O:24])[NH:21][N:20]=3)[N:10]=2)[CH2:15]1)(=[O:36])[CH:34]=[CH2:35]. The yield is 0.540.